From a dataset of Reaction yield outcomes from USPTO patents with 853,638 reactions. Predict the reaction yield, written as a fraction of the theoretical maximum amount of product (1.0 means a 100% yield; for example, 0.34 means a 34% yield). (1) The reactants are [Cl:1][C:2]1[CH:3]=[CH:4][C:5]([CH3:14])=[C:6]([CH2:8][C@@H:9]([N:11]=[N+]=[N-])[CH3:10])[CH:7]=1. The catalyst is CCOC(C)=O.[Pd]. The product is [Cl:1][C:2]1[CH:3]=[CH:4][C:5]([CH3:14])=[C:6]([CH2:8][C@@H:9]([NH2:11])[CH3:10])[CH:7]=1. The yield is 0.480. (2) The reactants are [CH:1]1[C:10]2[C:5](=[CH:6][CH:7]=[CH:8][CH:9]=2)[CH:4]=[C:3]([C:11]([O:13][CH3:14])=[O:12])[N:2]=1.[N+:15]([O-])([O-:17])=[O:16].[Na+]. The catalyst is OS(O)(=O)=O. The product is [N+:15]([C:6]1[CH:7]=[CH:8][CH:9]=[C:10]2[C:5]=1[CH:4]=[C:3]([C:11]([O:13][CH3:14])=[O:12])[N:2]=[CH:1]2)([O-:17])=[O:16]. The yield is 0.960. (3) The reactants are [CH3:1][O:2][C:3]1[CH:8]=[CH:7][C:6]([S:9]([N:12]2[C:20]3[C:15](=[CH:16][CH:17]=[CH:18][C:19]=3[NH2:21])[CH2:14][CH2:13]2)(=[O:11])=[O:10])=[CH:5][CH:4]=1.Cl.[C:23](Cl)(=[O:30])[C:24]1[CH:29]=[CH:28][N:27]=[CH:26][CH:25]=1.C(=O)([O-])[O-].[Cs+].[Cs+]. The catalyst is C(#N)C. The product is [CH3:1][O:2][C:3]1[CH:8]=[CH:7][C:6]([S:9]([N:12]2[C:20]3[C:15](=[CH:16][CH:17]=[CH:18][C:19]=3[NH:21][C:23](=[O:30])[C:24]3[CH:29]=[CH:28][N:27]=[CH:26][CH:25]=3)[CH2:14][CH2:13]2)(=[O:10])=[O:11])=[CH:5][CH:4]=1. The yield is 0.820. (4) The reactants are [C:1]([O:7][C:8]([CH3:11])([CH3:10])[CH3:9])(=[O:6])[CH2:2][C:3]([CH3:5])=[O:4].[N:12]([O-])=[O:13].[Na+]. The catalyst is C(O)(=O)C.O. The product is [OH:13][N:12]=[C:2]([C:3](=[O:4])[CH3:5])[C:1]([O:7][C:8]([CH3:11])([CH3:10])[CH3:9])=[O:6]. The yield is 0.930.